Dataset: Full USPTO retrosynthesis dataset with 1.9M reactions from patents (1976-2016). Task: Predict the reactants needed to synthesize the given product. (1) Given the product [CH3:28][N:29]([C:30]1[CH:35]=[CH:34][N:33]=[CH:32][CH:31]=1)[C:25]([C:10]1[CH:9]=[C:8]([C:5]2[CH:4]=[CH:3][C:2]([CH3:1])=[CH:7][CH:6]=2)[CH:13]=[C:12]([C:14]([NH:15][CH2:16][C:17]2[CH:18]=[N:19][C:20]([CH3:23])=[CH:21][CH:22]=2)=[O:24])[CH:11]=1)=[O:27], predict the reactants needed to synthesize it. The reactants are: [CH3:1][C:2]1[CH:7]=[CH:6][C:5]([C:8]2[CH:13]=[C:12]([C:14](=[O:24])[NH:15][CH2:16][C:17]3[CH:18]=[N:19][C:20]([CH3:23])=[CH:21][CH:22]=3)[CH:11]=[C:10]([C:25]([OH:27])=O)[CH:9]=2)=[CH:4][CH:3]=1.[CH3:28][NH:29][C:30]1[CH:35]=[CH:34][N:33]=[CH:32][CH:31]=1.F[P-](F)(F)(F)(F)F.C[N+](C)=C(N(C)C)ON1C2N=CC=CC=2N=N1.C(N(CC)C(C)C)(C)C. (2) Given the product [OH:8][C:4]1[C:17]([C:18]([O:20][CH3:15])=[O:19])=[C:33]([C:32]([O:31][CH3:29])=[O:36])[C:7]([CH2:9][CH2:10][C:11]([O:13][CH3:14])=[O:12])=[N:6][CH:5]=1, predict the reactants needed to synthesize it. The reactants are: C(O[C:4]1[O:8][C:7]([CH2:9][CH2:10][C:11]([O:13][CH3:14])=[O:12])=[N:6][CH:5]=1)C.[C:15]1(=O)[O:20][C:18](=[O:19])[CH:17]=C1.C[Si](C=[N+]=[N-])(C)C.[CH2:29]([O:31][CH2:32][CH3:33])C.Cl.C[OH:36]. (3) Given the product [Cl:1][C:2]1[CH:3]=[CH:4][C:5]([C:8]2[CH:9]=[C:10]([NH:20][C:21](=[O:28])[C:22]3[CH:27]=[CH:26][CH:25]=[N:24][CH:23]=3)[CH:11]=[N:12][C:13]=2[O:14][CH2:15][C:16]([F:17])([F:18])[F:19])=[CH:6][CH:7]=1, predict the reactants needed to synthesize it. The reactants are: [Cl:1][C:2]1[CH:7]=[CH:6][C:5]([C:8]2[CH:9]=[C:10]([NH2:20])[CH:11]=[N:12][C:13]=2[O:14][CH2:15][C:16]([F:19])([F:18])[F:17])=[CH:4][CH:3]=1.[C:21](O)(=[O:28])[C:22]1[CH:27]=[CH:26][CH:25]=[N:24][CH:23]=1. (4) Given the product [CH2:30]([O:33][CH2:34][CH2:35][C:36]1[N:11]2[C:5]3[CH:4]=[CH:3][C:2]([Cl:1])=[CH:29][C:6]=3[CH:7]([C:19]3[CH:24]=[CH:23][CH:22]=[C:21]([O:25][CH3:26])[C:20]=3[O:27][CH3:28])[O:8][CH:9]([CH2:13][C:14]([O:16][CH2:17][CH3:18])=[O:15])[C:10]2=[N:39][N:38]=1)[CH:31]=[CH2:32], predict the reactants needed to synthesize it. The reactants are: [Cl:1][C:2]1[CH:3]=[CH:4][C:5]2[NH:11][C:10](=S)[CH:9]([CH2:13][C:14]([O:16][CH2:17][CH3:18])=[O:15])[O:8][CH:7]([C:19]3[CH:24]=[CH:23][CH:22]=[C:21]([O:25][CH3:26])[C:20]=3[O:27][CH3:28])[C:6]=2[CH:29]=1.[CH2:30]([O:33][CH2:34][CH2:35][C:36]([NH:38][NH2:39])=O)[CH:31]=[CH2:32]. (5) Given the product [Cl:1][C@H:2]1[C@H:6]([CH2:7][CH2:8][CH2:9][C:10]2[S:14][C:13]([C:15]([OH:17])=[O:16])=[CH:12][CH:11]=2)[C@@H:5](/[CH:19]=[CH:20]/[C@@H:21]([OH:28])[CH2:22][CH2:23][CH2:24][C@@H:25]([OH:27])[CH3:26])[C@H:4]([OH:29])[CH2:3]1, predict the reactants needed to synthesize it. The reactants are: [Cl:1][C@H:2]1[C@H:6]([CH2:7][CH2:8][CH2:9][C:10]2[S:14][C:13]([C:15]([O:17]C)=[O:16])=[CH:12][CH:11]=2)[C@@H:5](/[CH:19]=[CH:20]/[C@@H:21]([OH:28])[CH2:22][CH2:23][CH2:24][C@@H:25]([OH:27])[CH3:26])[C@H:4]([OH:29])[CH2:3]1.[OH-].[Li+].Cl. (6) Given the product [Cl:1][C:2]1[N:7]=[C:6]([NH:8][CH2:9][CH2:10][CH3:11])[C:5]([C:17]#[C:16][CH2:15][CH2:14][CH2:13][N:18]2[C:19](=[O:28])[C:20]3[C:21](=[CH:24][CH:25]=[CH:26][CH:27]=3)[C:22]2=[O:23])=[CH:4][N:3]=1, predict the reactants needed to synthesize it. The reactants are: [Cl:1][C:2]1[N:7]=[C:6]([NH:8][CH2:9][CH2:10][CH3:11])[C:5](I)=[CH:4][N:3]=1.[CH2:13]([N:18]1[C:22](=[O:23])[C:21]2=[CH:24][CH:25]=[CH:26][CH:27]=[C:20]2[C:19]1=[O:28])[CH2:14][CH2:15][C:16]#[CH:17].O.C(OCC)(=O)C. (7) Given the product [CH2:1]([O:3][C:4]([C:6]1[C:11](=[O:12])[N:10]([CH2:36][C:37](=[O:38])[C:39]2[CH:44]=[CH:43][CH:42]=[CH:41][CH:40]=2)[C:9]2[CH:13]=[CH:14][S:15][C:8]=2[C:7]=1[N:16]1[CH2:21][CH2:20][N:19]([C:22]([C:24]2[S:25][CH:26]=[CH:27][CH:28]=2)=[O:23])[CH2:18][CH2:17]1)=[O:5])[CH3:2], predict the reactants needed to synthesize it. The reactants are: [CH2:1]([O:3][C:4]([C:6]1[C:11](=[O:12])[NH:10][C:9]2[CH:13]=[CH:14][S:15][C:8]=2[C:7]=1[N:16]1[CH2:21][CH2:20][N:19]([C:22]([C:24]2[S:25][CH:26]=[CH:27][CH:28]=2)=[O:23])[CH2:18][CH2:17]1)=[O:5])[CH3:2].C([O-])([O-])=O.[Cs+].[Cs+].Cl[CH2:36][C:37]([C:39]1[CH:44]=[CH:43][CH:42]=[CH:41][CH:40]=1)=[O:38]. (8) Given the product [C:34]([O:9][CH2:8][CH2:7][C:1]1[CH:6]=[CH:5][CH:4]=[CH:3][CH:2]=1)(=[O:33])[C:35]1[CH:36]=[CH:37][CH:38]=[CH:39][CH:40]=1, predict the reactants needed to synthesize it. The reactants are: [C:1]1([CH2:7][CH2:8][OH:9])[CH:6]=[CH:5][CH:4]=[CH:3][CH:2]=1.[CH2:34]([O:33]P([O:33][CH2:34][CH2:35][CH2:36][CH2:37][CH2:38][CH2:39][CH2:40]C(C)C)[O:33][CH2:34][CH2:35][CH2:36][CH2:37][CH2:38][CH2:39][CH2:40]C(C)C)[CH2:35][CH2:36][CH2:37][CH2:38][CH2:39][CH2:40]C(C)C.